From a dataset of Forward reaction prediction with 1.9M reactions from USPTO patents (1976-2016). Predict the product of the given reaction. (1) Given the reactants C(Cl)(Cl)Cl.C(O)(=O)C.[S:9]1[CH:13]=[CH:12][C:11]([CH2:14][C:15]([O:17][CH2:18][CH3:19])=[O:16])=[CH:10]1.C1C(=O)N([Br:27])C(=O)C1, predict the reaction product. The product is: [Br:27][C:10]1[S:9][CH:13]=[CH:12][C:11]=1[CH2:14][C:15]([O:17][CH2:18][CH3:19])=[O:16]. (2) Given the reactants [O:1]=[C:2]1[C:10]2[C:5](=[CH:6][CH:7]=[CH:8][CH:9]=2)[C:4](=[O:11])[N:3]1[CH2:12][C:13]1[C:14]([C:19]#[N:20])=[N:15][CH:16]=[CH:17][CH:18]=1.Cl, predict the reaction product. The product is: [NH2:20][CH2:19][C:14]1[C:13]([CH2:12][N:3]2[C:2](=[O:1])[C:10]3[C:5](=[CH:6][CH:7]=[CH:8][CH:9]=3)[C:4]2=[O:11])=[CH:18][CH:17]=[CH:16][N:15]=1. (3) Given the reactants [CH:1]([N:4]1[C:8]([C:9]2[N:18]=[C:17]3[N:11]([CH2:12][CH2:13][O:14][C:15]4[CH:22]=[C:21]([N:23]5[CH2:26][CH2:25][C@@H:24]5[CH:27]5[CH2:32][CH2:31][CH2:30][NH:29][CH2:28]5)[CH:20]=[CH:19][C:16]=43)[CH:10]=2)=[N:7][C:6]([CH3:33])=[N:5]1)([CH3:3])[CH3:2].[H][H].[CH3:36][C:37]([CH3:39])=O, predict the reaction product. The product is: [CH:1]([N:4]1[C:8]([C:9]2[N:18]=[C:17]3[C:16]4[CH:19]=[CH:20][C:21]([N:23]5[CH2:26][CH2:25][CH:24]5[C@@H:27]5[CH2:32][CH2:31][CH2:30][N:29]([CH:37]([CH3:39])[CH3:36])[CH2:28]5)=[CH:22][C:15]=4[O:14][CH2:13][CH2:12][N:11]3[CH:10]=2)=[N:7][C:6]([CH3:33])=[N:5]1)([CH3:3])[CH3:2]. (4) Given the reactants [CH:1]([C:3]1[N:4]=[C:5]([NH:11]C(=O)C)[N:6]([CH3:10])[C:7](=[O:9])[CH:8]=1)=O.[Cl-].[Br:16][C:17]1[CH:18]=[C:19]([CH:40]=[CH:41][CH:42]=1)[CH2:20][P+](C1C=CC=CC=1)(C1C=CC=CC=1)C1C=CC=CC=1.CC(C)([O-])C.[K+].CC(O)(C)C, predict the reaction product. The product is: [NH2:11][C:5]1[N:6]([CH3:10])[C:7](=[O:9])[CH:8]=[C:3](/[CH:1]=[CH:20]\[C:19]2[CH:40]=[CH:41][CH:42]=[C:17]([Br:16])[CH:18]=2)[N:4]=1. (5) Given the reactants [CH2:1]([N:8]1[CH2:14][CH:13]=[CH:12][C:11](=[O:15])[C:10]2=[CH:16][N:17]([CH2:19][C:20]3[CH:25]=[CH:24][C:23]([O:26][CH3:27])=[CH:22][CH:21]=3)[N:18]=[C:9]12)[C:2]1[CH:7]=[CH:6][CH:5]=[CH:4][CH:3]=1, predict the reaction product. The product is: [CH2:1]([N:8]1[CH2:14][CH2:13][CH2:12][C:11](=[O:15])[C:10]2=[CH:16][N:17]([CH2:19][C:20]3[CH:25]=[CH:24][C:23]([O:26][CH3:27])=[CH:22][CH:21]=3)[N:18]=[C:9]12)[C:2]1[CH:7]=[CH:6][CH:5]=[CH:4][CH:3]=1. (6) The product is: [Cl:1][C:2]1[CH:7]=[CH:6][C:5]([C@H:8]2[N:15]3[C:11]([S:12][C:13]([C:19]([N:21]4[C@H:28]([CH3:29])[CH2:27][CH2:26][C@H:22]4[C:23]([N:43]4[CH2:44][C@@H:40]([CH2:39][F:38])[C@@H:41]([NH:45][C:46](=[O:52])[O:47][C:48]([CH3:50])([CH3:49])[CH3:51])[CH2:42]4)=[O:25])=[O:20])=[C:14]3[CH:16]([CH3:18])[CH3:17])=[N:10][C@:9]2([C:31]2[CH:32]=[CH:33][C:34]([Cl:37])=[CH:35][CH:36]=2)[CH3:30])=[CH:4][CH:3]=1. Given the reactants [Cl:1][C:2]1[CH:7]=[CH:6][C:5]([C@H:8]2[N:15]3[C:11]([S:12][C:13]([C:19]([N:21]4[C@H:28]([CH3:29])[CH2:27][CH2:26][C@H:22]4[C:23]([OH:25])=O)=[O:20])=[C:14]3[CH:16]([CH3:18])[CH3:17])=[N:10][C@:9]2([C:31]2[CH:36]=[CH:35][C:34]([Cl:37])=[CH:33][CH:32]=2)[CH3:30])=[CH:4][CH:3]=1.[F:38][CH2:39][C@@H:40]1[CH2:44][NH:43][CH2:42][C@@H:41]1[NH:45][C:46](=[O:52])[O:47][C:48]([CH3:51])([CH3:50])[CH3:49], predict the reaction product. (7) Given the reactants [CH3:1][O:2][CH2:3][CH2:4][O:5][CH2:6][CH2:7][O:8][CH2:9][C:10]#[CH:11].[C:12]([O:16][C:17](=[O:21])[CH:18]=[N+:19]=[N-:20])([CH3:15])([CH3:14])[CH3:13], predict the reaction product. The product is: [C:12]([O:16][C:17]([C:18]1[NH:19][N:20]=[C:10]([CH2:9][O:8][CH2:7][CH2:6][O:5][CH2:4][CH2:3][O:2][CH3:1])[CH:11]=1)=[O:21])([CH3:15])([CH3:14])[CH3:13].